Regression. Given two drug SMILES strings and cell line genomic features, predict the synergy score measuring deviation from expected non-interaction effect. From a dataset of NCI-60 drug combinations with 297,098 pairs across 59 cell lines. (1) Cell line: TK-10. Synergy scores: CSS=69.8, Synergy_ZIP=4.29, Synergy_Bliss=2.50, Synergy_Loewe=-11.7, Synergy_HSA=3.15. Drug 1: CC1C(C(CC(O1)OC2CC(OC(C2O)C)OC3=CC4=CC5=C(C(=O)C(C(C5)C(C(=O)C(C(C)O)O)OC)OC6CC(C(C(O6)C)O)OC7CC(C(C(O7)C)O)OC8CC(C(C(O8)C)O)(C)O)C(=C4C(=C3C)O)O)O)O. Drug 2: CC12CCC3C(C1CCC2OP(=O)(O)O)CCC4=C3C=CC(=C4)OC(=O)N(CCCl)CCCl.[Na+]. (2) Drug 1: COC1=CC(=CC(=C1O)OC)C2C3C(COC3=O)C(C4=CC5=C(C=C24)OCO5)OC6C(C(C7C(O6)COC(O7)C8=CC=CS8)O)O. Drug 2: CCCCC(=O)OCC(=O)C1(CC(C2=C(C1)C(=C3C(=C2O)C(=O)C4=C(C3=O)C=CC=C4OC)O)OC5CC(C(C(O5)C)O)NC(=O)C(F)(F)F)O. Cell line: HOP-62. Synergy scores: CSS=23.9, Synergy_ZIP=1.13, Synergy_Bliss=1.67, Synergy_Loewe=-4.21, Synergy_HSA=2.53. (3) Drug 1: CS(=O)(=O)C1=CC(=C(C=C1)C(=O)NC2=CC(=C(C=C2)Cl)C3=CC=CC=N3)Cl. Drug 2: CC1=C(C(CCC1)(C)C)C=CC(=CC=CC(=CC(=O)O)C)C. Cell line: MDA-MB-435. Synergy scores: CSS=-2.20, Synergy_ZIP=4.80, Synergy_Bliss=5.95, Synergy_Loewe=-0.630, Synergy_HSA=-1.82. (4) Drug 1: CC1=C(N=C(N=C1N)C(CC(=O)N)NCC(C(=O)N)N)C(=O)NC(C(C2=CN=CN2)OC3C(C(C(C(O3)CO)O)O)OC4C(C(C(C(O4)CO)O)OC(=O)N)O)C(=O)NC(C)C(C(C)C(=O)NC(C(C)O)C(=O)NCCC5=NC(=CS5)C6=NC(=CS6)C(=O)NCCC[S+](C)C)O. Drug 2: C1=NNC2=C1C(=O)NC=N2. Cell line: MOLT-4. Synergy scores: CSS=37.1, Synergy_ZIP=-11.7, Synergy_Bliss=-8.68, Synergy_Loewe=-49.1, Synergy_HSA=-6.79. (5) Drug 1: C1=NC(=NC(=O)N1C2C(C(C(O2)CO)O)O)N. Drug 2: CNC(=O)C1=NC=CC(=C1)OC2=CC=C(C=C2)NC(=O)NC3=CC(=C(C=C3)Cl)C(F)(F)F. Cell line: MDA-MB-435. Synergy scores: CSS=5.33, Synergy_ZIP=-7.26, Synergy_Bliss=-4.01, Synergy_Loewe=-18.2, Synergy_HSA=-3.24. (6) Drug 1: C1=CN(C(=O)N=C1N)C2C(C(C(O2)CO)O)O.Cl. Drug 2: CCC(=C(C1=CC=CC=C1)C2=CC=C(C=C2)OCCN(C)C)C3=CC=CC=C3.C(C(=O)O)C(CC(=O)O)(C(=O)O)O. Cell line: OVCAR-5. Synergy scores: CSS=50.0, Synergy_ZIP=-1.01, Synergy_Bliss=-0.808, Synergy_Loewe=-26.2, Synergy_HSA=0.954.